This data is from Catalyst prediction with 721,799 reactions and 888 catalyst types from USPTO. The task is: Predict which catalyst facilitates the given reaction. (1) Reactant: [N+:1]([C:4]1[CH:5]=[C:6]2[CH2:29][C:11]3([C:19]4[C:14](=[N:15][CH:16]=[CH:17][CH:18]=4)[N:13]([CH2:20][O:21][CH2:22][CH2:23][Si:24]([CH3:27])([CH3:26])[CH3:25])[C:12]3=[O:28])[CH2:10][C:7]2=[N:8][CH:9]=1)([O-])=O. Product: [NH2:1][C:4]1[CH:5]=[C:6]2[CH2:29][C:11]3([C:19]4[C:14](=[N:15][CH:16]=[CH:17][CH:18]=4)[N:13]([CH2:20][O:21][CH2:22][CH2:23][Si:24]([CH3:25])([CH3:26])[CH3:27])[C:12]3=[O:28])[CH2:10][C:7]2=[N:8][CH:9]=1. The catalyst class is: 19. (2) Reactant: [Cl:1][CH2:2][C:3](Cl)=[O:4].[NH2:6][C:7]1[CH:8]=[CH:9][C:10]([Cl:17])=[C:11]([C:13]([F:16])([F:15])[F:14])[CH:12]=1.C(N(CC)CC)C. Product: [Cl:1][CH2:2][C:3]([NH:6][C:7]1[CH:8]=[CH:9][C:10]([Cl:17])=[C:11]([C:13]([F:16])([F:14])[F:15])[CH:12]=1)=[O:4]. The catalyst class is: 2. (3) Reactant: C([O:3][P:4]([C:9]([C:12]1[CH:17]=[CH:16][C:15]([CH2:18][N:19]([S:28]([C:31]2[CH:36]=[CH:35][CH:34]=[CH:33][CH:32]=2)(=[O:30])=[O:29])[C:20]2[CH:25]=[CH:24][C:23]([Cl:26])=[C:22]([Cl:27])[CH:21]=2)=[CH:14][C:13]=1[Br:37])([F:11])[F:10])(=[O:8])[O:5]CC)C.C[Si](N([Si](C)(C)C)C(=O)C(F)(F)F)(C)C.I[Si](C)(C)C. Product: [C:31]1([S:28]([N:19]([CH2:18][C:15]2[CH:16]=[CH:17][C:12]([C:9]([P:4](=[O:3])([OH:8])[OH:5])([F:10])[F:11])=[C:13]([Br:37])[CH:14]=2)[C:20]2[CH:25]=[CH:24][C:23]([Cl:26])=[C:22]([Cl:27])[CH:21]=2)(=[O:29])=[O:30])[CH:36]=[CH:35][CH:34]=[CH:33][CH:32]=1. The catalyst class is: 2. (4) Reactant: [NH:1]1[C:9]2[C:4](=[CH:5][C:6]([C:10](=[O:12])[CH3:11])=[CH:7][CH:8]=2)[CH:3]=[CH:2]1.[C:13]([O:17][C:18](O[C:18]([O:17][C:13]([CH3:16])([CH3:15])[CH3:14])=[O:19])=[O:19])([CH3:16])([CH3:15])[CH3:14].O. Product: [C:13]([O:17][C:18]([N:1]1[C:9]2[C:4](=[CH:5][C:6]([C:10](=[O:12])[CH3:11])=[CH:7][CH:8]=2)[CH:3]=[CH:2]1)=[O:19])([CH3:16])([CH3:15])[CH3:14]. The catalyst class is: 367. (5) Reactant: CS(O)(=O)=O.[Br:6][C:7]1[CH:12]=[CH:11][CH:10]=[C:9]([CH:13]=[CH:14][O:15]C)[C:8]=1[F:17].C(=O)(O)[O-].[Na+].[BH4-].[Na+]. Product: [Br:6][C:7]1[C:8]([F:17])=[C:9]([CH2:13][CH2:14][OH:15])[CH:10]=[CH:11][CH:12]=1. The catalyst class is: 132. (6) Reactant: [N:1]1([C:6]2[N:11]=[C:10]([CH2:12][NH:13][C:14]([CH:16]3[CH2:20][CH2:19][CH2:18][NH:17]3)=[O:15])[CH:9]=[C:8]([CH3:21])[N:7]=2)[CH:5]=[CH:4][N:3]=[CH:2]1.[F:22][C:23]([F:33])([F:32])[C:24]1[CH:31]=[CH:30][C:27]([CH:28]=O)=[CH:26][CH:25]=1.C(O)(=O)C.C(O[BH-](OC(=O)C)OC(=O)C)(=O)C.[Na+]. Product: [N:1]1([C:6]2[N:11]=[C:10]([CH2:12][NH:13][C:14]([CH:16]3[CH2:20][CH2:19][CH2:18][N:17]3[CH2:28][C:27]3[CH:26]=[CH:25][C:24]([C:23]([F:22])([F:32])[F:33])=[CH:31][CH:30]=3)=[O:15])[CH:9]=[C:8]([CH3:21])[N:7]=2)[CH:5]=[CH:4][N:3]=[CH:2]1. The catalyst class is: 9. (7) Reactant: [Cl:1][C:2]1[CH:11]=[C:10]2[C:5]([CH2:6][CH2:7][CH:8]=[C:9]2[C:12]#[N:13])=[C:4]([F:14])[CH:3]=1.[BH4-].[Na+]. Product: [Cl:1][C:2]1[CH:11]=[C:10]2[C:5]([CH2:6][CH2:7][CH2:8][CH:9]2[C:12]#[N:13])=[C:4]([F:14])[CH:3]=1. The catalyst class is: 8.